From a dataset of Forward reaction prediction with 1.9M reactions from USPTO patents (1976-2016). Predict the product of the given reaction. Given the reactants [Br:1][C:2]1[CH:7]=[CH:6][C:5]([CH:8]([OH:21])[CH2:9][N:10]([CH2:18][CH2:19]O)[C:11](=[O:17])[O:12][C:13]([CH3:16])([CH3:15])[CH3:14])=[CH:4][C:3]=1[Cl:22].C(N(CC)CC)C.CS(Cl)(=O)=O, predict the reaction product. The product is: [Br:1][C:2]1[CH:7]=[CH:6][C:5]([CH:8]2[O:21][CH2:19][CH2:18][N:10]([C:11]([O:12][C:13]([CH3:16])([CH3:15])[CH3:14])=[O:17])[CH2:9]2)=[CH:4][C:3]=1[Cl:22].